The task is: Predict the reaction yield, written as a fraction of the theoretical maximum amount of product (1.0 means a 100% yield; for example, 0.34 means a 34% yield).. This data is from Reaction yield outcomes from USPTO patents with 853,638 reactions. (1) The product is [CH:1]([C:4]1[C:9](=[O:10])[NH:8][C:7](=[O:12])[NH:6][C:5]=1[C:14]([C:16]1[CH:17]=[C:18]([CH:23]=[CH:24][C:25]#[N:26])[CH:19]=[C:20]([CH3:22])[CH:21]=1)=[O:15])([CH3:3])[CH3:2]. The yield is 0.550. The reactants are [CH:1]([C:4]1[C:5]([C:14]([C:16]2[CH:17]=[C:18]([CH:23]=[CH:24][C:25]#[N:26])[CH:19]=[C:20]([CH3:22])[CH:21]=2)=[O:15])=[N:6][C:7]([O:12]C)=[N:8][C:9]=1[O:10]C)([CH3:3])[CH3:2]. The catalyst is C1COCC1.C(Cl)(=O)C(Cl)=O. (2) The reactants are [C:1]([O:5][C:6](=[O:29])[CH2:7][C@@H:8]([CH2:17][O:18][S:19]([C:22]1[CH:27]=[CH:26][C:25]([CH3:28])=[CH:24][CH:23]=1)(=[O:21])=[O:20])[CH2:9][C@H:10]([CH3:16])[CH2:11][CH2:12][CH2:13][CH2:14][CH3:15])([CH3:4])([CH3:3])[CH3:2].C(OC(=O)C[C@@H](CO)C[C@@H](C)CCCCC)(C)(C)C. No catalyst specified. The product is [C:1]([O:5][C:6](=[O:29])[CH2:7][C@@H:8]([CH2:17][O:18][S:19]([C:22]1[CH:27]=[CH:26][C:25]([CH3:28])=[CH:24][CH:23]=1)(=[O:21])=[O:20])[CH2:9][C@@H:10]([CH3:16])[CH2:11][CH2:12][CH2:13][CH2:14][CH3:15])([CH3:2])([CH3:3])[CH3:4]. The yield is 0.640. (3) The reactants are [CH3:1][O:2][C:3]1[CH:8]=[CH:7][C:6]([C:9]2[S:10][CH:11]=[C:12]([CH2:14]O)[N:13]=2)=[CH:5][CH:4]=1.P(Br)(Br)[Br:17].O. The catalyst is C1(C)C=CC=CC=1. The product is [Br:17][CH2:14][C:12]1[N:13]=[C:9]([C:6]2[CH:7]=[CH:8][C:3]([O:2][CH3:1])=[CH:4][CH:5]=2)[S:10][CH:11]=1. The yield is 0.840. (4) The reactants are [N:1]1[CH:6]=[CH:5][CH:4]=[CH:3][C:2]=1[N:7]([CH2:42][CH2:43][C:44]([O:46]C)=[O:45])[C:8]([C:10]1[CH:41]=[CH:40][C:13]2[N:14]([CH3:39])[C:15]([CH2:17][NH:18][C:19]3[CH:24]=[CH:23][C:22]([C:25](=[NH:38])[NH:26][C:27]([O:29][CH2:30][CH2:31][CH2:32][CH2:33][CH2:34][CH2:35][CH2:36][CH3:37])=[O:28])=[CH:21][CH:20]=3)=[N:16][C:12]=2[CH:11]=1)=[O:9].[OH-].[Na+].CO.C(O)(=O)C. The catalyst is O.C(OCC)C. The product is [N:1]1[CH:6]=[CH:5][CH:4]=[CH:3][C:2]=1[N:7]([CH2:42][CH2:43][C:44]([OH:46])=[O:45])[C:8]([C:10]1[CH:41]=[CH:40][C:13]2[N:14]([CH3:39])[C:15]([CH2:17][NH:18][C:19]3[CH:20]=[CH:21][C:22]([C:25](=[NH:38])[NH:26][C:27]([O:29][CH2:30][CH2:31][CH2:32][CH2:33][CH2:34][CH2:35][CH2:36][CH3:37])=[O:28])=[CH:23][CH:24]=3)=[N:16][C:12]=2[CH:11]=1)=[O:9]. The yield is 0.800. (5) The reactants are C1(C)C=CC(S([O-])(=O)=O)=CC=1.[NH+]1C=CC=CC=1.[Cl:18][CH2:19][C:20]([O:22][CH:23]1[C:24]([O:66]C(OCC)C)([CH3:65])[CH2:25][CH2:26][CH:27]([O:59]C(OCC)C)[CH2:28][C:29]([O:31][CH:32](/[C:37](/[CH3:58])=[CH:38]/[CH:39]=[CH:40]/[CH:41]([CH3:57])[CH2:42][CH:43]2[O:56][CH:44]2[CH:45]([CH3:55])[CH:46]([O:49]C(OCC)C)[CH2:47][CH3:48])[CH:33]([CH3:36])[CH:34]=[CH:35]1)=[O:30])=[O:21]. The catalyst is CO. The product is [Cl:18][CH2:19][C:20]([O:22][CH:23]1[C:24]([OH:66])([CH3:65])[CH2:25][CH2:26][CH:27]([OH:59])[CH2:28][C:29]([O:31][CH:32](/[C:37](/[CH3:58])=[CH:38]/[CH:39]=[CH:40]/[CH:41]([CH3:57])[CH2:42][CH:43]2[O:56][CH:44]2[CH:45]([CH3:55])[CH:46]([OH:49])[CH2:47][CH3:48])[CH:33]([CH3:36])[CH:34]=[CH:35]1)=[O:30])=[O:21]. The yield is 0.700. (6) The catalyst is C(O)C. The reactants are [CH3:1][C:2]1([CH3:17])[CH2:11][C:10]2[N:9]=[C:8](SC)[C:7]([C:14]#[N:15])=[CH:6][C:5]=2[C:4](=[O:16])[CH2:3]1.[NH:18]1[CH2:23][CH2:22][CH2:21][CH2:20][CH2:19]1. The product is [CH3:1][C:2]1([CH3:17])[CH2:11][C:10]2[N:9]=[C:8]([N:18]3[CH2:23][CH2:22][CH2:21][CH2:20][CH2:19]3)[C:7]([C:14]#[N:15])=[CH:6][C:5]=2[C:4](=[O:16])[CH2:3]1. The yield is 0.280. (7) The product is [F:26][C:18]1[CH:17]=[CH:22][C:21]([N+:23]([O-:25])=[O:24])=[CH:20][C:9]=1[CH2:7][N:3]1[CH2:2][CH2:1][CH2:6][CH2:4]1. The yield is 0.940. The catalyst is C1COCC1. The reactants are [CH3:1][CH2:2][N:3]([CH:7]([CH3:9])C)[CH:4]([CH3:6])C.N1CCCC1.BrC[C:17]1[CH:22]=[C:21]([N+:23]([O-:25])=[O:24])[CH:20]=C[C:18]=1[F:26].CCOC(C)=O. (8) The reactants are [C:1]([O:5][C:6](=[O:15])[CH2:7]/[N:8]=[CH:9]/[CH2:10][C:11]([CH3:14])([CH3:13])[CH3:12])([CH3:4])([CH3:3])[CH3:2].[Cl:16][C:17]1[CH:18]=[C:19](/[CH:23]=[C:24](/[C:27]2[CH:32]=[CH:31][C:30]([Cl:33])=[CH:29][CH:28]=2)\[C:25]#[N:26])[CH:20]=[CH:21][CH:22]=1.C(N(CC)CC)C. The catalyst is C(Cl)CCl. The product is [C:1]([O:5][C:6]([CH:7]1[CH:23]([C:19]2[CH:20]=[CH:21][CH:22]=[C:17]([Cl:16])[CH:18]=2)[C:24]([C:27]2[CH:28]=[CH:29][C:30]([Cl:33])=[CH:31][CH:32]=2)([C:25]#[N:26])[CH:9]([CH2:10][C:11]([CH3:14])([CH3:13])[CH3:12])[NH:8]1)=[O:15])([CH3:4])([CH3:3])[CH3:2]. The yield is 0.0880.